From a dataset of Forward reaction prediction with 1.9M reactions from USPTO patents (1976-2016). Predict the product of the given reaction. (1) Given the reactants Cl[C:2]1[CH:11]=[CH:10][N:9]=[C:8]2[C:3]=1[CH:4]=[CH:5][C:6]([CH3:12])=[N:7]2.[NH2:13][C:14]1[CH:19]=[C:18]([O:20][CH2:21][C:22]2[CH:27]=[CH:26][C:25]([C:28]#[N:29])=[CH:24][CH:23]=2)[CH:17]=[CH:16][C:15]=1[S:30][C:31]1[CH:36]=[CH:35][C:34]([NH:37][C:38](=[O:40])[CH3:39])=[CH:33][CH:32]=1, predict the reaction product. The product is: [C:28]([C:25]1[CH:24]=[CH:23][C:22]([CH2:21][O:20][C:18]2[CH:17]=[CH:16][C:15]([S:30][C:31]3[CH:36]=[CH:35][C:34]([NH:37][C:38](=[O:40])[CH3:39])=[CH:33][CH:32]=3)=[C:14]([NH:13][C:2]3[C:3]4[C:8](=[N:7][C:6]([CH3:12])=[CH:5][CH:4]=4)[N:9]=[CH:10][CH:11]=3)[CH:19]=2)=[CH:27][CH:26]=1)#[N:29]. (2) Given the reactants [Cl:1][C:2]1[CH:7]=[C:6]([Cl:8])[CH:5]=[CH:4][C:3]=1[C:9]1[N:10]=[C:11]([CH2:29][CH3:30])[C:12]([NH:17][C@H:18]2[C:26]3[C:21](=[CH:22][CH:23]=[CH:24][CH:25]=3)[CH2:20][C@@H:19]2[O:27][CH3:28])=[N:13][C:14]=1[CH2:15][CH3:16].Cl[C:32]1C=C(Cl)C=CC=1C1N=C(CC)C(N[C@H]2C3C(=CC=CC=3)C[C@@H]2O)=NC=1CC.ICC, predict the reaction product. The product is: [Cl:1][C:2]1[CH:7]=[C:6]([Cl:8])[CH:5]=[CH:4][C:3]=1[C:9]1[N:10]=[C:11]([CH2:29][CH3:30])[C:12]([NH:17][C@H:18]2[C:26]3[C:21](=[CH:22][CH:23]=[CH:24][CH:25]=3)[CH2:20][C@@H:19]2[O:27][CH2:28][CH3:32])=[N:13][C:14]=1[CH2:15][CH3:16]. (3) The product is: [Cl:16][C:17]1[CH:22]=[CH:21][C:20]([CH2:23][C:24]([C:13]2[CH:12]=[CH:11][C:10]3[O:5][CH2:6][C:7](=[O:15])[NH:8][C:9]=3[CH:14]=2)=[O:25])=[CH:19][CH:18]=1. Given the reactants [Cl-].[Al+3].[Cl-].[Cl-].[O:5]1[C:10]2[CH:11]=[CH:12][CH:13]=[CH:14][C:9]=2[NH:8][C:7](=[O:15])[CH2:6]1.[Cl:16][C:17]1[CH:22]=[CH:21][C:20]([CH2:23][C:24](Cl)=[O:25])=[CH:19][CH:18]=1.O, predict the reaction product. (4) Given the reactants [OH:1][C:2]1[CH:11]=[CH:10][C:5]([C:6]([O:8][CH3:9])=[O:7])=[CH:4][CH:3]=1.O[CH2:13][C@@H:14]([NH:16][C:17](=[O:23])OC(C)(C)C)[CH3:15].[C:24]1(P(C2C=CC=CC=2)C2C=CC=CC=2)C=CC=CC=1.N(C(OCC)=O)=NC(OCC)=O, predict the reaction product. The product is: [C:17]([NH:16][C@@H:14]([CH3:15])[CH2:13][O:1][C:2]1[CH:3]=[CH:4][C:5]([C:6]([O:8][CH3:9])=[O:7])=[CH:10][CH:11]=1)(=[O:23])[CH3:24]. (5) Given the reactants Cl[C:2]1[C:11]2[C:6](=[CH:7][C:8]([Cl:12])=[CH:9][CH:10]=2)[N:5]=[CH:4][N:3]=1.[CH3:13][O:14][C:15]([CH:17]1[CH2:22][CH2:21][N:20]([C:23]([O:25][C:26]([CH3:29])([CH3:28])[CH3:27])=[O:24])[CH2:19][CH2:18]1)=[O:16].[Li+].C[Si]([N-][Si](C)(C)C)(C)C.C1COCC1, predict the reaction product. The product is: [CH3:13][O:14][C:15]([C:17]1([C:2]2[C:11]3[C:6](=[CH:7][C:8]([Cl:12])=[CH:9][CH:10]=3)[N:5]=[CH:4][N:3]=2)[CH2:18][CH2:19][N:20]([C:23]([O:25][C:26]([CH3:29])([CH3:28])[CH3:27])=[O:24])[CH2:21][CH2:22]1)=[O:16]. (6) Given the reactants [C:1]([C:3]1[C:8]([N+:9]([O-])=O)=[CH:7][CH:6]=[C:5]([Cl:12])[N:4]=1)#[N:2].Cl, predict the reaction product. The product is: [C:1]([C:3]1[C:8]([NH2:9])=[CH:7][CH:6]=[C:5]([Cl:12])[N:4]=1)#[N:2]. (7) Given the reactants C([O:4][CH2:5][C:6]1[CH:11]=[CH:10][C:9]([CH2:12][C:13]2[CH:18]=[CH:17][C:16]([O:19][CH2:20][CH3:21])=[CH:15][CH:14]=2)=[CH:8][C:7]=1[Br:22])(=O)C.O[Li].O, predict the reaction product. The product is: [Br:22][C:7]1[CH:8]=[C:9]([CH2:12][C:13]2[CH:18]=[CH:17][C:16]([O:19][CH2:20][CH3:21])=[CH:15][CH:14]=2)[CH:10]=[CH:11][C:6]=1[CH2:5][OH:4].